This data is from Catalyst prediction with 721,799 reactions and 888 catalyst types from USPTO. The task is: Predict which catalyst facilitates the given reaction. (1) Reactant: [F:1][C@H:2]1[C@@H:7]([O:8][C:9]2[CH:16]=[CH:15][C:14]([C:17]3[N:22]=[C:21]([NH:23][C:24]4[CH:29]=[CH:28][C:27]([N:30]5[CH2:35][CH2:34][N:33]([CH:36]6[CH2:39][O:38][CH2:37]6)[CH2:32][CH2:31]5)=[CH:26][CH:25]=4)[N:20]=[CH:19][N:18]=3)=[CH:13][C:10]=2[C:11]#[N:12])[CH2:6][CH2:5][NH:4][CH2:3]1.C([N:47]1[CH2:54][CH2:53][CH2:52][C@@H:48]1[C:49](O)=[O:50])(OC(C)(C)C)=O.CN(C(ON1N=NC2C=CC=NC1=2)=[N+](C)C)C.F[P-](F)(F)(F)(F)F. Product: [F:1][C@H:2]1[C@@H:7]([O:8][C:9]2[CH:16]=[CH:15][C:14]([C:17]3[N:22]=[C:21]([NH:23][C:24]4[CH:29]=[CH:28][C:27]([N:30]5[CH2:31][CH2:32][N:33]([CH:36]6[CH2:39][O:38][CH2:37]6)[CH2:34][CH2:35]5)=[CH:26][CH:25]=4)[N:20]=[CH:19][N:18]=3)=[CH:13][C:10]=2[C:11]#[N:12])[CH2:6][CH2:5][N:4]([C:49]([C@@H:48]2[CH2:52][CH2:53][CH2:54][NH:47]2)=[O:50])[CH2:3]1. The catalyst class is: 3. (2) Reactant: [CH:1]([C:3]1[CH:10]=[CH:9]C(C#N)=[C:5]([N+:11]([O-:13])=[O:12])[CH:4]=1)=[O:2].CC[O:16][C:17]([CH3:19])=[O:18]. Product: [CH:1]([C:3]1[CH:10]=[CH:9][C:19]([C:17]([OH:16])=[O:18])=[C:5]([N+:11]([O-:13])=[O:12])[CH:4]=1)=[O:2]. The catalyst class is: 445. (3) The catalyst class is: 4. Reactant: O1CCOCC1.[ClH:7].[F:8][C:9]1([CH3:22])[CH2:13][CH2:12][CH2:11][CH:10]1[NH:14]C(=O)OC(C)(C)C. Product: [ClH:7].[F:8][C:9]1([CH3:22])[CH2:13][CH2:12][CH2:11][CH:10]1[NH2:14]. (4) Reactant: [CH3:1][C:2]1[CH:3]=[CH:4][C:5]2[O:9][N:8]=[C:7]([O:10][CH:11]3[CH2:16][CH2:15][CH2:14][CH2:13][O:12]3)[C:6]=2[CH:17]=1.[Br:18]N1C(=O)CCC1=O.N(C(C)(C)C#N)=NC(C)(C)C#N. Product: [Br:18][CH2:1][C:2]1[CH:3]=[CH:4][C:5]2[O:9][N:8]=[C:7]([O:10][CH:11]3[CH2:16][CH2:15][CH2:14][CH2:13][O:12]3)[C:6]=2[CH:17]=1. The catalyst class is: 53. (5) Reactant: [CH2:1]([N:4]([C:16]1[CH:17]=[C:18]2[C:23](=[CH:24][CH:25]=1)[N:22]=[C:21]([NH:26][C@H:27]1[C:35]3[C:30](=[CH:31][CH:32]=[CH:33][CH:34]=3)[CH2:29][CH2:28]1)[CH:20]=[CH:19]2)[C:5]([NH:7][C:8]1[CH:13]=[CH:12][C:11]([O:14][CH3:15])=[CH:10][CH:9]=1)=[O:6])[CH:2]=[CH2:3]. Product: [C@H:27]1([NH:26][C:21]2[CH:20]=[CH:19][C:18]3[C:23](=[CH:24][CH:25]=[C:16]([N:4]([CH2:1][CH2:2][CH3:3])[C:5]([NH:7][C:8]4[CH:9]=[CH:10][C:11]([O:14][CH3:15])=[CH:12][CH:13]=4)=[O:6])[CH:17]=3)[N:22]=2)[C:35]2[C:30](=[CH:31][CH:32]=[CH:33][CH:34]=2)[CH2:29][CH2:28]1. The catalyst class is: 19.